From a dataset of Experimentally validated miRNA-target interactions with 360,000+ pairs, plus equal number of negative samples. Binary Classification. Given a miRNA mature sequence and a target amino acid sequence, predict their likelihood of interaction. (1) The miRNA is mmu-miR-450a-5p with sequence UUUUGCGAUGUGUUCCUAAUAU. The protein sequence of the target gene is MATEQRPFHLVVFGASGFTGQFVTEEVAREQVDPERSSRLPWAVAGRSREKLQRVLEKAALKLGRPTLSSEVGIIICDIANPASLDEMAKQATVVLNCVGPYRFYGEPVIKACIENGASCIDISGEPQFLELMQLKYHEKAADKGVYIIGSSGFDSIPADLGVIYTRNKMNGTLTAVESFLTIHSGPEGLSIHDGTWKSAIYGFGDQSNLRKLRNVSNLKPVPLIGPKLKRRWPISYCRELKGYSIPFMGSDVSVVRRTQRYLYENLEESPVQYAAYVTVGGITSVIKLMFAGLFFLFFV.... Result: 0 (no interaction). (2) Result: 0 (no interaction). The miRNA is hsa-miR-4750-3p with sequence CCUGACCCACCCCCUCCCGCAG. The protein sequence of the target gene is MVHCAGCKRPILDRFLLNVLDRAWHVKCVQCCECKCNLTEKCFSREGKLYCKNDFFRCFGTKCAGCAQGISPSDLVRRARSKVFHLNCFTCMMCNKQLSTGEELYIIDENKFVCKEDYLSNSSVAKENSLHSATTGSDPSLSPDSQDPSQDDAKDSESANVSDKEAGSNENDDQNLGAKRRGPRTTIKAKQLETLKAAFAATPKPTRHIREQLAQETGLNMRVIQVWFQNRRSKERRMKQLSALGARRHAFFRSPRRMRPLVDRLEPGELIPNGPFSFYGDYQSEYYGPGGNYDFFPQGP.... (3) The miRNA is hsa-miR-125b-5p with sequence UCCCUGAGACCCUAACUUGUGA. The protein sequence of the target gene is MANRGPSYGLSREVQQKIEKQYDADLEQILIQWITTQCREDVGQPQPGRENFQKWLKDGTVLCKLINSLYPEGQAPVKKIQASSMAFKQMEQISQFLQAAERYGINTTDIFQTVDLWEGKNMACVQRTLMNLGGLAVARDDGLFSGDPNWFPKKSKENPRNFSDNQLQEGKNVIGLQMGTNRGASQAGMTGYGMPRQIL. Result: 0 (no interaction). (4) The miRNA is hsa-miR-195-3p with sequence CCAAUAUUGGCUGUGCUGCUCC. The protein sequence of the target gene is MAAAAMAVSEAWPELELAERERRRELLLTGPGLEERVKAAGGRLPPRLFTLPLLHYLEVSGCGSLRAPGPGLAQGLPQLHSLVLRRNALGPGLSPELGPLPALRVLDLSGNALETLPPGEGLGPAEPPGLPQLQSLNLSGNRLRELPADLARCAPRLQSLNLTGNRLDAFPPELFRPGALPLLSELAAADNCLRELSPDIAHLASLKTLDLSNNQLTEIPAELADCPKLKEINFRGNRLRDKRLEKMVGGCQTKSILEYLRAGGRGGRSKGRQEASEKEDRKKRRERKQHRESGEGEEEV.... Result: 0 (no interaction).